This data is from NCI-60 drug combinations with 297,098 pairs across 59 cell lines. The task is: Regression. Given two drug SMILES strings and cell line genomic features, predict the synergy score measuring deviation from expected non-interaction effect. Drug 1: CC1=C2C(C(=O)C3(C(CC4C(C3C(C(C2(C)C)(CC1OC(=O)C(C(C5=CC=CC=C5)NC(=O)OC(C)(C)C)O)O)OC(=O)C6=CC=CC=C6)(CO4)OC(=O)C)OC)C)OC. Drug 2: CC1CCCC2(C(O2)CC(NC(=O)CC(C(C(=O)C(C1O)C)(C)C)O)C(=CC3=CSC(=N3)C)C)C. Cell line: COLO 205. Synergy scores: CSS=40.8, Synergy_ZIP=1.47, Synergy_Bliss=-1.52, Synergy_Loewe=-9.38, Synergy_HSA=-3.06.